Task: Predict the reactants needed to synthesize the given product.. Dataset: Full USPTO retrosynthesis dataset with 1.9M reactions from patents (1976-2016) (1) Given the product [C:19]([Si:23]([O:7][CH2:6][C:5]1[CH:8]=[CH:9][C:10]([N+:11]([O-:13])=[O:12])=[C:3]([O:2][CH3:1])[CH:4]=1)([CH3:26])[CH3:25])([CH3:22])([CH3:21])[CH3:20], predict the reactants needed to synthesize it. The reactants are: [CH3:1][O:2][C:3]1[CH:4]=[C:5]([CH:8]=[CH:9][C:10]=1[N+:11]([O-:13])=[O:12])[CH2:6][OH:7].N1C=CN=C1.[C:19]([Si:23]([CH3:26])([CH3:25])Cl)([CH3:22])([CH3:21])[CH3:20]. (2) Given the product [C:26]([OH:33])(=[O:32])/[CH:27]=[CH:28]/[C:29]([OH:31])=[O:30].[N:1]12[CH2:8][CH2:7][CH:4]([CH2:5][CH2:6]1)[C@@H:3]([O:9][C:10]1[N:15]=[N:14][C:13]([C:16]3[CH:17]=[C:18]4[C:22](=[CH:23][CH:24]=3)[NH:21][CH:20]=[C:19]4[CH3:25])=[CH:12][CH:11]=1)[CH2:2]2, predict the reactants needed to synthesize it. The reactants are: [N:1]12[CH2:8][CH2:7][CH:4]([CH2:5][CH2:6]1)[C@@H:3]([O:9][C:10]1[N:15]=[N:14][C:13]([C:16]3[CH:17]=[C:18]4[C:22](=[CH:23][CH:24]=3)[NH:21][CH:20]=[C:19]4[CH3:25])=[CH:12][CH:11]=1)[CH2:2]2.[C:26]([OH:33])(=[O:32])/[CH:27]=[CH:28]/[C:29]([OH:31])=[O:30]. (3) The reactants are: NC1C2C(=C(C3C([C@@H](NC(=O)CN4C5C(F)(F)CCC(F)(F)C=5C(C(F)F)=N4)CC4C=C(F)C=C(F)C=4)=NC(SC)=NC=3)C=CC=2)N(C)N=1.[F:50][CH:51]([F:67])[C:52]1[C:53]2[C@H:63]3[CH2:64][C@H:62]3[C:61]([F:66])([F:65])[C:54]=2[N:55]([CH2:57][C:58](O)=[O:59])[N:56]=1.[NH2:68][C:69]1[N:73]2[C:74]([Cl:108])=[CH:75][CH:76]=[C:77]([C:78]3[C:79]([C@@H:90]([NH:100]C(=O)OC(C)(C)C)[CH2:91][C:92]4[CH:97]=[C:96]([F:98])[CH:95]=[C:94]([F:99])[CH:93]=4)=[N:80][C:81]([C:84]#[C:85][C:86]([CH3:89])([CH3:88])[CH3:87])=[CH:82][CH:83]=3)[C:72]2=[N:71][N:70]=1. Given the product [NH2:68][C:69]1[N:73]2[C:74]([Cl:108])=[CH:75][CH:76]=[C:77]([C:78]3[C:79]([C@@H:90]([NH:100][C:58](=[O:59])[CH2:57][N:55]4[C:54]5[C:61]([F:65])([F:66])[C@@H:62]6[CH2:64][C@@H:63]6[C:53]=5[C:52]([CH:51]([F:67])[F:50])=[N:56]4)[CH2:91][C:92]4[CH:97]=[C:96]([F:98])[CH:95]=[C:94]([F:99])[CH:93]=4)=[N:80][C:81]([C:84]#[C:85][C:86]([CH3:87])([CH3:88])[CH3:89])=[CH:82][CH:83]=3)[C:72]2=[N:71][N:70]=1, predict the reactants needed to synthesize it. (4) Given the product [F:20][C:21]([F:32])([F:31])[C:22]([C:13]1[N:12]=[C:11]([C:1]2[C:10]3[C:5](=[CH:6][CH:7]=[CH:8][CH:9]=3)[CH:4]=[CH:3][CH:2]=2)[N:15]2[CH:16]=[CH:17][CH:18]=[CH:19][C:14]=12)=[O:23], predict the reactants needed to synthesize it. The reactants are: [C:1]1([C:11]2[N:15]3[CH:16]=[CH:17][CH:18]=[CH:19][C:14]3=[CH:13][N:12]=2)[C:10]2[C:5](=[CH:6][CH:7]=[CH:8][CH:9]=2)[CH:4]=[CH:3][CH:2]=1.[F:20][C:21]([F:32])([F:31])[C:22](O[C:22](=[O:23])[C:21]([F:32])([F:31])[F:20])=[O:23].O. (5) Given the product [CH3:1][O:2][C:3]1[CH:8]=[CH:7][C:6]([S:9][C:10]2[CH:18]=[CH:17][C:13]([C:14]([NH:35][C:34]3[CH:36]=[CH:37][CH:38]=[C:32]([C:31]([F:30])([F:39])[F:40])[CH:33]=3)=[O:15])=[CH:12][C:11]=2[NH:19][C:20]2[C:21]3[CH:29]=[CH:28][CH:27]=[N:26][C:22]=3[N:23]=[CH:24][N:25]=2)=[CH:5][CH:4]=1, predict the reactants needed to synthesize it. The reactants are: [CH3:1][O:2][C:3]1[CH:8]=[CH:7][C:6]([S:9][C:10]2[CH:18]=[CH:17][C:13]([C:14](Cl)=[O:15])=[CH:12][C:11]=2[NH:19][C:20]2[C:21]3[CH:29]=[CH:28][CH:27]=[N:26][C:22]=3[N:23]=[CH:24][N:25]=2)=[CH:5][CH:4]=1.[F:30][C:31]([F:40])([F:39])[C:32]1[CH:33]=[C:34]([CH:36]=[CH:37][CH:38]=1)[NH2:35].NC1C=C(O)C(C)=CC=1.C(C1C=CC2C(NC3C=C(C=CC=3SC3C=CC(OC)=CC=3)C(Cl)=O)=NC=NC=2N=1)(C)C. (6) The reactants are: [CH:1]1([C@H:4]2[C@H:13]([CH3:14])[C@@H:12]([NH:15][C:16]3[CH:21]=[CH:20][CH:19]=[C:18]([O:22]C)[N:17]=3)[C:11]3[C:6](=[CH:7][CH:8]=[C:9]([N:24]4[CH2:29][CH2:28][O:27][CH2:26][CH2:25]4)[CH:10]=3)[N:5]2[C:30](=[O:32])[CH3:31])[CH2:3][CH2:2]1.[I-].[Na+]. Given the product [CH:1]1([C@H:4]2[C@H:13]([CH3:14])[C@@H:12]([NH:15][C:16]3[CH:21]=[CH:20][CH:19]=[C:18]([OH:22])[N:17]=3)[C:11]3[C:6](=[CH:7][CH:8]=[C:9]([N:24]4[CH2:25][CH2:26][O:27][CH2:28][CH2:29]4)[CH:10]=3)[N:5]2[C:30](=[O:32])[CH3:31])[CH2:2][CH2:3]1, predict the reactants needed to synthesize it. (7) Given the product [ClH:29].[CH:23]([C:22]1[CH:4]=[CH:5][C:6]([CH2:7][O:8][NH2:9])=[CH:20][CH:21]=1)([CH3:24])[CH3:30], predict the reactants needed to synthesize it. The reactants are: [N+]([C:4]1[CH:5]=[C:6]([CH:20]=[CH:21][CH:22]=1)[CH2:7][O:8][N:9]1C(=O)C2=CC=CC=C2C1=O)([O-])=O.[CH2:23](O)[CH3:24].O.NN.[Cl:29][CH2:30]Cl. (8) Given the product [NH2:22][C:18]1[CH:17]=[C:16]([C:14]2[C:13]([C:30]3[CH:35]=[CH:34][C:33]([F:36])=[CH:32][CH:31]=3)=[N:12][N:11]([C:8]3[CH:9]=[CH:10][C:5]4[N:6]([C:2]([NH2:1])=[N:3][N:4]=4)[N:7]=3)[CH:15]=2)[CH:21]=[CH:20][N:19]=1, predict the reactants needed to synthesize it. The reactants are: [NH2:1][C:2]1[N:6]2[N:7]=[C:8]([N:11]3[CH:15]=[C:14]([C:16]4[CH:21]=[CH:20][N:19]=[C:18]([NH:22]C(OC(C)(C)C)=O)[CH:17]=4)[C:13]([C:30]4[CH:35]=[CH:34][C:33]([F:36])=[CH:32][CH:31]=4)=[N:12]3)[CH:9]=[CH:10][C:5]2=[N:4][N:3]=1.C(OC(NC1C=C(C2C(C3C=CC=CC=3)=NN(C3C=CC4N(C=NN=4)N=3)C=2)C=CN=1)=O)(C)(C)C. (9) Given the product [F:17][C:18]1[CH:23]=[CH:22][C:21]([NH:24][C:25](=[O:38])[C:26]2[CH:31]=[C:30]([N+:32]([O-:34])=[O:33])[C:29]([NH:35][CH3:36])=[CH:28][C:27]=2[N:4]([CH3:5])[CH2:3][CH:2]([F:6])[F:1])=[CH:20][C:19]=1[Cl:39], predict the reactants needed to synthesize it. The reactants are: [F:1][CH:2]([F:6])[CH2:3][NH:4][CH3:5].Cl.CCN(C(C)C)C(C)C.[F:17][C:18]1[CH:23]=[CH:22][C:21]([NH:24][C:25](=[O:38])[C:26]2[CH:31]=[C:30]([N+:32]([O-:34])=[O:33])[C:29]([NH:35][CH3:36])=[CH:28][C:27]=2F)=[CH:20][C:19]=1[Cl:39]. (10) Given the product [F:8][C:9]1[CH:17]=[C:16]2[C:12]([C:13]([C:25](=[O:26])[CH:27]([NH:34][C:35]3[CH:40]=[N:39][CH:38]=[C:37]([O:41][CH3:42])[N:36]=3)[C:28]3[CH:33]=[CH:32][CH:31]=[CH:30][CH:29]=3)=[CH:14][NH:15]2)=[CH:11][CH:10]=1, predict the reactants needed to synthesize it. The reactants are: C(N(CC)CC)C.[F:8][C:9]1[CH:17]=[C:16]2[C:12]([C:13]([CH:25]=[O:26])=[CH:14][N:15]2C(OC(C)(C)C)=O)=[CH:11][CH:10]=1.[CH:27](=[N:34][C:35]1[CH:40]=[N:39][CH:38]=[C:37]([O:41][CH3:42])[N:36]=1)[C:28]1[CH:33]=[CH:32][CH:31]=[CH:30][CH:29]=1.